Dataset: Catalyst prediction with 721,799 reactions and 888 catalyst types from USPTO. Task: Predict which catalyst facilitates the given reaction. (1) Reactant: C(O[C:4](=[C:11]1[C:19]2[C:14](=[CH:15][CH:16]=[C:17]([N+:20]([O-:22])=[O:21])[CH:18]=2)[NH:13][C:12]1=[O:23])[C:5]1[CH:10]=[CH:9][CH:8]=[CH:7][CH:6]=1)C.[OH:24][CH:25]1[CH2:30][CH2:29][N:28]([CH2:31][C:32]2[CH:38]=[CH:37][C:35]([NH2:36])=[CH:34][CH:33]=2)[CH2:27][CH2:26]1. Product: [OH:24][CH:25]1[CH2:26][CH2:27][N:28]([CH2:31][C:32]2[CH:38]=[CH:37][C:35]([NH:36]/[C:4](=[C:11]3\[C:12](=[O:23])[NH:13][C:14]4[C:19]\3=[CH:18][C:17]([N+:20]([O-:22])=[O:21])=[CH:16][CH:15]=4)/[C:5]3[CH:10]=[CH:9][CH:8]=[CH:7][CH:6]=3)=[CH:34][CH:33]=2)[CH2:29][CH2:30]1. The catalyst class is: 3. (2) Reactant: [CH3:1][C:2]1[N:27]([CH3:28])[C:5]2[CH:6]=[C:7]([C:22](OCC)=[O:23])[C:8]3[CH2:9][CH2:10][C:11]4([NH:20][C:21]=3[C:4]=2[N:3]=1)[CH2:19][C:18]1[C:13](=[CH:14][CH:15]=[CH:16][CH:17]=1)[CH2:12]4.[H-].C([Al+]CC(C)C)C(C)C.O.O.O.O.C([C@@H]([C@H](C([O-])=O)O)O)([O-])=O.[Na+].[K+]. Product: [CH3:1][C:2]1[N:27]([CH3:28])[C:5]2[CH:6]=[C:7]([CH2:22][OH:23])[C:8]3[CH2:9][CH2:10][C:11]4([NH:20][C:21]=3[C:4]=2[N:3]=1)[CH2:12][C:13]1[C:18](=[CH:17][CH:16]=[CH:15][CH:14]=1)[CH2:19]4. The catalyst class is: 83. (3) Reactant: Br[C:2]1[C:6]2=[N:7][CH:8]=[CH:9][CH:10]=[C:5]2[S:4][N:3]=1.[NH2:11][CH2:12][CH2:13][CH2:14][NH2:15]. Product: [S:4]1[C:5]2[C:6](=[N:7][CH:8]=[CH:9][CH:10]=2)[C:2]([NH:11][CH2:12][CH2:13][CH2:14][NH2:15])=[N:3]1. The catalyst class is: 125. (4) Reactant: O=[C:2]([CH3:8])[CH2:3][C:4]([O:6][CH3:7])=[O:5].[CH3:9][NH2:10].CO. Product: [CH3:9][NH:10][C:2]([CH3:8])=[CH:3][C:4]([O:6][CH3:7])=[O:5]. The catalyst class is: 5. (5) Reactant: [N:1]([C@:4]1([C:13]([O:15][CH3:16])=[O:14])[C:12]2[C:7](=[CH:8][CH:9]=[CH:10][CH:11]=2)[CH2:6][CH2:5]1)=[C:2]=[O:3].[NH2:17][CH2:18][C:19]([O:21][C:22]([CH3:25])([CH3:24])[CH3:23])=[O:20]. Product: [C:22]([O:21][C:19](=[O:20])[CH2:18][NH:17][C:2](=[O:3])[NH:1][C@:4]1([C:13]([O:15][CH3:16])=[O:14])[C:12]2[C:7](=[CH:8][CH:9]=[CH:10][CH:11]=2)[CH2:6][CH2:5]1)([CH3:25])([CH3:24])[CH3:23]. The catalyst class is: 25. (6) Reactant: [Cl:1][C:2]1[CH:3]=[C:4]([OH:8])[CH:5]=[N:6][CH:7]=1.[N+:9]([O-])([OH:11])=[O:10]. Product: [Cl:1][C:2]1[CH:3]=[C:4]([OH:8])[C:5]([N+:9]([O-:11])=[O:10])=[N:6][CH:7]=1. The catalyst class is: 65.